From a dataset of Catalyst prediction with 721,799 reactions and 888 catalyst types from USPTO. Predict which catalyst facilitates the given reaction. (1) Reactant: C([Li])CCC.[CH3:6][P:7](=[O:14])([O:11][CH2:12][CH3:13])[O:8][CH2:9][CH3:10].Br[CH2:16][C:17]([CH3:34])=[CH:18][CH2:19][C:20]1[C:28]([OH:29])=[C:27]2[C:23]([CH2:24][O:25][C:26]2=[O:30])=[C:22]([CH3:31])[C:21]=1[O:32][CH3:33].[Cl-].[NH4+].Cl. Product: [CH2:9]([O:8][P:7]([CH2:6][CH2:16][C:17]([CH3:34])=[CH:18][CH2:19][C:20]1[C:28]([OH:29])=[C:27]2[C:23](=[C:22]([CH3:31])[C:21]=1[O:32][CH3:33])[CH2:24][O:25][C:26]2=[O:30])(=[O:14])[O:11][CH2:12][CH3:13])[CH3:10]. The catalyst class is: 356. (2) Reactant: [C:1]([C:9](=[CH:15]OCC)[C:10]([O:12]CC)=O)(=[O:8])[C:2]1[CH:7]=[CH:6][CH:5]=[CH:4][CH:3]=1.[C:19]1([N:25]2[C:29]([NH2:30])=[CH:28][CH:27]=[N:26]2)[CH:24]=[CH:23][CH:22]=[CH:21][CH:20]=1.C1(OC2C=CC=CC=2)C=CC=CC=1. Product: [OH:12][C:10]1[C:9]([C:1]([C:2]2[CH:3]=[CH:4][CH:5]=[CH:6][CH:7]=2)=[O:8])=[CH:15][N:30]=[C:29]2[N:25]([C:19]3[CH:24]=[CH:23][CH:22]=[CH:21][CH:20]=3)[N:26]=[CH:27][C:28]=12. The catalyst class is: 13. (3) Reactant: [CH:1]([C:4]1[CH:9]=[CH:8][C:7]([S:10]([NH:13][C:14]2[CH:15]=[N:16][C:17]3[CH2:18][CH:19]([NH:24][C:25](=O)[CH2:26][CH3:27])[CH2:20][CH2:21][C:22]=3[CH:23]=2)(=[O:12])=[O:11])=[CH:6][CH:5]=1)([CH3:3])[CH3:2].B.C1COCC1. Product: [CH:1]([C:4]1[CH:9]=[CH:8][C:7]([S:10]([NH:13][C:14]2[CH:15]=[N:16][C:17]3[CH2:18][CH:19]([NH:24][CH2:25][CH2:26][CH3:27])[CH2:20][CH2:21][C:22]=3[CH:23]=2)(=[O:12])=[O:11])=[CH:6][CH:5]=1)([CH3:3])[CH3:2]. The catalyst class is: 1. (4) Reactant: CO.CN1[C:8](=[O:9])CCC1.[H-].[Na+].Br[C:13]1[N:18]=[C:17]2[N:19]([C@H:23]([C:25]3[CH:30]=[CH:29][CH:28]=[CH:27][CH:26]=3)[CH3:24])[C:20]([OH:22])=[N:21][C:16]2=[N:15][CH:14]=1. Product: [CH3:8][O:9][C:13]1[N:18]=[C:17]2[N:19]([C@H:23]([C:25]3[CH:30]=[CH:29][CH:28]=[CH:27][CH:26]=3)[CH3:24])[C:20]([OH:22])=[N:21][C:16]2=[N:15][CH:14]=1. The catalyst class is: 25. (5) The catalyst class is: 152. Reactant: [NH2:1][CH2:2][C:3]1[CH:4]=[C:5]([C:9]2[CH:10]=[C:11]3[C:15](=[CH:16][CH:17]=2)[NH:14][C:13]2[C:18]([CH3:22])=[N:19][CH:20]=[CH:21][C:12]3=2)[CH:6]=[CH:7][CH:8]=1.[OH2:23].N1[CH:29]=[CH:28]C=CC=1. Product: [C:28]([NH:1][CH2:2][C:3]1[CH:4]=[C:5]([C:9]2[CH:10]=[C:11]3[C:15](=[CH:16][CH:17]=2)[NH:14][C:13]2[C:18]([CH3:22])=[N:19][CH:20]=[CH:21][C:12]3=2)[CH:6]=[CH:7][CH:8]=1)(=[O:23])[CH3:29].